This data is from Serine/threonine kinase 33 screen with 319,792 compounds. The task is: Binary Classification. Given a drug SMILES string, predict its activity (active/inactive) in a high-throughput screening assay against a specified biological target. (1) The molecule is Clc1cc(CC(=O)NC2=Nc3c(NC(=C2C(OCC)=O)C)cccc3)ccc1Cl. The result is 0 (inactive). (2) The drug is s1c(ccc1)C(=O)N\N=C\C=C/c1ccccc1. The result is 0 (inactive). (3) The molecule is Clc1cc(/C=N\NC(=O)CN2CCCCCC2)ccc1Cl. The result is 0 (inactive). (4) The drug is O=c1c(CN2CCN(CC2)C)c([nH]c2c1cc(cc2)C)c1ccccc1. The result is 0 (inactive). (5) The molecule is O1CCN(c2n(c3c(n2)n(c(=O)n(c3=O)C)C)C)CC1. The result is 0 (inactive). (6) The molecule is Clc1cc(Nc2nc(NC(CC)CO)nc3n(C(C)C)cnc23)ccc1. The result is 1 (active). (7) The compound is S(c1n(c(nn1)c1c(N)cccc1)C)CC(=O)c1ccc(F)cc1. The result is 0 (inactive).